Dataset: Forward reaction prediction with 1.9M reactions from USPTO patents (1976-2016). Task: Predict the product of the given reaction. (1) The product is: [C:1]1([C:7]2[N:11]([C:20]([C:21]3[CH:26]=[CH:25][CH:24]=[CH:23][CH:22]=3)([C:33]3[CH:34]=[CH:35][CH:36]=[CH:37][CH:38]=3)[C:27]3[CH:28]=[CH:29][CH:30]=[CH:31][CH:32]=3)[N:10]=[N:9][N:8]=2)[CH:2]=[CH:3][CH:4]=[CH:5][CH:6]=1. Given the reactants [C:1]1([C:7]2[NH:11][N:10]=[N:9][N:8]=2)[CH:6]=[CH:5][CH:4]=[CH:3][CH:2]=1.C(N(CC)CC)C.Cl[C:20]([C:33]1[CH:38]=[CH:37][CH:36]=[CH:35][CH:34]=1)([C:27]1[CH:32]=[CH:31][CH:30]=[CH:29][CH:28]=1)[C:21]1[CH:26]=[CH:25][CH:24]=[CH:23][CH:22]=1, predict the reaction product. (2) Given the reactants [C:1]([O:5][C:6]([N:8]([CH3:34])[CH:9]1[CH2:14][CH2:13][CH:12]([O:15][C:16]2[N:17]=[CH:18][N:19]=[C:20]3[C:27]=2[C:26]2[C@@H:25]([CH2:28][O:29][CH2:30][C:31](O)=[O:32])[CH2:24][CH2:23][C:22]=2[S:21]3)[CH2:11][CH2:10]1)=[O:7])([CH3:4])([CH3:3])[CH3:2].C1C=CC2N(O)N=[N:41]C=2C=1.CCN=C=NCCCN(C)C.[NH4+].[Cl-], predict the reaction product. The product is: [C:31]([CH2:30][O:29][CH2:28][C@H:25]1[CH2:24][CH2:23][C:22]2[S:21][C:20]3[C:27](=[C:16]([O:15][CH:12]4[CH2:11][CH2:10][CH:9]([N:8]([CH3:34])[C:6](=[O:7])[O:5][C:1]([CH3:3])([CH3:4])[CH3:2])[CH2:14][CH2:13]4)[N:17]=[CH:18][N:19]=3)[C:26]1=2)(=[O:32])[NH2:41]. (3) Given the reactants [C:1]([C:5]1[N:10]=[CH:9][C:8]([C:11]2[N:12]([C:32]([N:34]3[CH2:39][CH2:38][CH:37]([CH2:40][C:41](O)=[O:42])[CH2:36][CH2:35]3)=[O:33])[C@@:13]([C:25]3[CH:30]=[CH:29][C:28]([Cl:31])=[CH:27][CH:26]=3)([CH3:24])[C@@:14]([C:17]3[CH:22]=[CH:21][C:20]([Cl:23])=[CH:19][CH:18]=3)([CH3:16])[N:15]=2)=[C:7]([O:44][CH2:45][CH3:46])[CH:6]=1)([CH3:4])([CH3:3])[CH3:2].[CH:47]([N:50]1[CH2:55][CH2:54][NH:53][CH2:52][CH2:51]1)([CH3:49])[CH3:48], predict the reaction product. The product is: [C:1]([C:5]1[N:10]=[CH:9][C:8]([C:11]2[N:12]([C:32]([N:34]3[CH2:39][CH2:38][CH:37]([CH2:40][C:41]([N:53]4[CH2:54][CH2:55][N:50]([CH:47]([CH3:49])[CH3:48])[CH2:51][CH2:52]4)=[O:42])[CH2:36][CH2:35]3)=[O:33])[C@@:13]([C:25]3[CH:30]=[CH:29][C:28]([Cl:31])=[CH:27][CH:26]=3)([CH3:24])[C@@:14]([C:17]3[CH:18]=[CH:19][C:20]([Cl:23])=[CH:21][CH:22]=3)([CH3:16])[N:15]=2)=[C:7]([O:44][CH2:45][CH3:46])[CH:6]=1)([CH3:2])([CH3:3])[CH3:4]. (4) Given the reactants [B:10]1([B:10]2[O:14][C:13]([CH3:16])([CH3:15])[C:12]([CH3:18])([CH3:17])[O:11]2)[O:14][C:13]([CH3:16])([CH3:15])[C:12]([CH3:18])([CH3:17])[O:11]1.C([O-])(=O)C.[Na+].Br[C:25]1[CH:26]=[C:27]2[C:33]([C:34]3[CH:39]=[CH:38][CH:37]=[CH:36][C:35]=3[O:40][CH3:41])=[N:32][N:31]([CH2:42][O:43][CH2:44][CH2:45][Si:46]([CH3:49])([CH3:48])[CH3:47])[C:28]2=[N:29][CH:30]=1, predict the reaction product. The product is: [CH3:41][O:40][C:35]1[CH:36]=[CH:37][CH:38]=[CH:39][C:34]=1[C:33]1[C:27]2[C:28](=[N:29][CH:30]=[C:25]([B:10]3[O:11][C:12]([CH3:17])([CH3:18])[C:13]([CH3:15])([CH3:16])[O:14]3)[CH:26]=2)[N:31]([CH2:42][O:43][CH2:44][CH2:45][Si:46]([CH3:47])([CH3:49])[CH3:48])[N:32]=1. (5) Given the reactants [C:1]([CH:3]1[CH2:6][N:5]([C:7](=[O:31])[C@H:8]([NH:10][C:11]([C:13]2[C:21]3[C:16](=[N:17][CH:18]=[C:19](Br)[N:20]=3)[N:15]([CH2:23][O:24][CH2:25][CH2:26][Si:27]([CH3:30])([CH3:29])[CH3:28])[CH:14]=2)=[O:12])[CH3:9])[CH2:4]1)#[N:2].[F:32][C:33]1[CH:34]=[CH:35][C:36]2[N:37]([C:39]([S:55][CH3:56])=[N:40][C:41]=2[Sn](CCCC)(CCCC)CCCC)[CH:38]=1, predict the reaction product. The product is: [C:1]([CH:3]1[CH2:6][N:5]([C:7](=[O:31])[C@H:8]([NH:10][C:11]([C:13]2[C:21]3[C:16](=[N:17][CH:18]=[C:19]([C:41]4[N:40]=[C:39]([S:55][CH3:56])[N:37]5[CH:38]=[C:33]([F:32])[CH:34]=[CH:35][C:36]=45)[N:20]=3)[N:15]([CH2:23][O:24][CH2:25][CH2:26][Si:27]([CH3:30])([CH3:29])[CH3:28])[CH:14]=2)=[O:12])[CH3:9])[CH2:4]1)#[N:2]. (6) Given the reactants [Br:1][C:2]1[C:3](Cl)=[N:4][C:5]([Cl:8])=[N:6][CH:7]=1.[OH-].[NH4+:11].C1COCC1, predict the reaction product. The product is: [Br:1][C:2]1[C:3]([NH2:11])=[N:4][C:5]([Cl:8])=[N:6][CH:7]=1.